From a dataset of Tyrosyl-DNA phosphodiesterase HTS with 341,365 compounds. Binary Classification. Given a drug SMILES string, predict its activity (active/inactive) in a high-throughput screening assay against a specified biological target. (1) The molecule is ClC(Cl)(Cl)COC(=O)C=1N2C(SCC1C)C(NC(=O)Cc1ccccc1)C2=O. The result is 0 (inactive). (2) The compound is Clc1ccc(S(=O)(=O)N2C(CC(O)C2)C(=O)Nc2ccc(N3CCOCC3)cc2)cc1. The result is 0 (inactive).